Dataset: Reaction yield outcomes from USPTO patents with 853,638 reactions. Task: Predict the reaction yield, written as a fraction of the theoretical maximum amount of product (1.0 means a 100% yield; for example, 0.34 means a 34% yield). (1) The reactants are Br[C:2]1[CH:3]=[C:4]2[C:9](=[CH:10][CH:11]=1)[N:8]=[CH:7][C:6]([C:12]([CH:14]1[CH2:16][CH2:15]1)=[O:13])=[C:5]2[NH:17][C:18]1[CH:19]=[CH:20][C:21]([N:24]2[CH2:29][CH2:28][CH2:27][C@@H:26]([NH:30]C(=O)OC(C)(C)C)[CH2:25]2)=[N:22][CH:23]=1.[Cl:38][C:39]1[CH:44]=[C:43](B2OC(C)(C)C(C)(C)O2)[CH:42]=[C:41]([Cl:54])[C:40]=1[OH:55]. No catalyst specified. The product is [NH2:30][C@@H:26]1[CH2:27][CH2:28][CH2:29][N:24]([C:21]2[N:22]=[CH:23][C:18]([NH:17][C:5]3[C:4]4[C:9](=[CH:10][CH:11]=[C:2]([C:43]5[CH:44]=[C:39]([Cl:38])[C:40]([OH:55])=[C:41]([Cl:54])[CH:42]=5)[CH:3]=4)[N:8]=[CH:7][C:6]=3[C:12]([CH:14]3[CH2:16][CH2:15]3)=[O:13])=[CH:19][CH:20]=2)[CH2:25]1. The yield is 0.190. (2) The reactants are [Cl:1][C:2]1[CH:3]=[N:4][N:5]([CH3:16])[C:6]=1[C:7]1[CH:8]=[C:9]([C:13]([OH:15])=O)[O:10][C:11]=1[CH3:12].[NH2:17][C@@H:18]([CH2:31][C:32]1[CH:37]=[CH:36][CH:35]=[C:34]([F:38])[CH:33]=1)[CH2:19][N:20]1[C:28](=[O:29])[C:27]2[C:22](=[CH:23][CH:24]=[CH:25][CH:26]=2)[C:21]1=[O:30].CC(OC(N[C@H](C(O)=O)CC1C=CC=CC=1C(F)(F)F)=O)(C)C.C1CN([P+](Br)(N2CCCC2)N2CCCC2)CC1.F[P-](F)(F)(F)(F)F.CCN(C(C)C)C(C)C. The catalyst is C(Cl)(Cl)Cl. The product is [Cl:1][C:2]1[CH:3]=[N:4][N:5]([CH3:16])[C:6]=1[C:7]1[CH:8]=[C:9]([C:13]([NH:17][C@@H:18]([CH2:31][C:32]2[CH:37]=[CH:36][CH:35]=[C:34]([F:38])[CH:33]=2)[CH2:19][N:20]2[C:28](=[O:29])[C:27]3[C:22](=[CH:23][CH:24]=[CH:25][CH:26]=3)[C:21]2=[O:30])=[O:15])[O:10][C:11]=1[CH3:12]. The yield is 0.490. (3) The reactants are [Br:1][C:2]1[C:11]2[CH2:10][CH2:9][CH2:8][CH:7]([NH2:12])[C:6]=2[CH:5]=[N:4][CH:3]=1.CCN(CC)CC.[CH2:20]([S:22](Cl)(=[O:24])=[O:23])[CH3:21]. The catalyst is C(Cl)Cl. The product is [Br:1][C:2]1[C:11]2[CH2:10][CH2:9][CH2:8][CH:7]([NH:12][S:22]([CH2:20][CH3:21])(=[O:24])=[O:23])[C:6]=2[CH:5]=[N:4][CH:3]=1. The yield is 0.950. (4) The reactants are Cl[CH2:2][C:3]([NH:5][C:6]1[CH:19]=[CH:18][C:17]2[C:16](=[O:20])[C:15]3[C:10](=[CH:11][C:12]([NH:21][C:22](=[O:25])[CH2:23]Cl)=[CH:13][CH:14]=3)[C:9](=[O:26])[C:8]=2[CH:7]=1)=[O:4].[NH:27]1[CH2:32][CH2:31][CH2:30][CH2:29][CH2:28]1.[N:33]1[CH:38]=[CH:37][CH:36]=[CH:35][CH:34]=1. The product is [N:27]1([CH2:2][C:3]([NH:5][C:6]2[CH:19]=[CH:18][C:17]3[C:16](=[O:20])[C:15]4[C:10](=[CH:11][C:12]([NH:21][C:22](=[O:25])[CH2:23][N:33]5[CH2:38][CH2:37][CH2:36][CH2:35][CH2:34]5)=[CH:13][CH:14]=4)[C:9](=[O:26])[C:8]=3[CH:7]=2)=[O:4])[CH2:32][CH2:31][CH2:30][CH2:29][CH2:28]1. The yield is 0.510. The catalyst is CN(C)C=O. (5) The reactants are [CH3:1][C:2]1[C:6]2[C:7](=[O:20])[N:8]([CH2:12][CH2:13][N:14]3[CH2:19][CH2:18][O:17][CH2:16][CH2:15]3)[CH2:9][CH2:10][CH2:11][C:5]=2[NH:4][C:3]=1[CH:21]=O.[F:23][C:24]1[CH:29]=[CH:28][C:27]([CH2:30][S:31]([C:34]2[CH:35]=[C:36]3[C:40](=[CH:41][CH:42]=2)[NH:39][C:38](=[O:43])[CH2:37]3)(=[O:33])=[O:32])=[CH:26][CH:25]=1.N1CCCCC1. The catalyst is C(O)C. The product is [F:23][C:24]1[CH:25]=[CH:26][C:27]([CH2:30][S:31]([C:34]2[CH:35]=[C:36]3[C:40](=[CH:41][CH:42]=2)[NH:39][C:38](=[O:43])/[C:37]/3=[CH:21]\[C:3]2[NH:4][C:5]3[CH2:11][CH2:10][CH2:9][N:8]([CH2:12][CH2:13][N:14]4[CH2:19][CH2:18][O:17][CH2:16][CH2:15]4)[C:7](=[O:20])[C:6]=3[C:2]=2[CH3:1])(=[O:33])=[O:32])=[CH:28][CH:29]=1. The yield is 0.857. (6) The reactants are [OH:1][NH2:2].C([O:5][C:6](=O)[CH2:7][CH2:8][CH2:9][CH2:10][CH2:11][CH2:12][N:13]([C:20]1[CH:25]=[C:24]([C:26]2[CH:31]=[CH:30][C:29]([NH2:32])=[CH:28][CH:27]=2)[CH:23]=[CH:22][N:21]=1)[C:14]1[CH:19]=[CH:18][CH:17]=[CH:16][N:15]=1)C. The catalyst is CN(C=O)C.CO. The product is [OH:1][NH:2][C:6](=[O:5])[CH2:7][CH2:8][CH2:9][CH2:10][CH2:11][CH2:12][N:13]([C:20]1[CH:25]=[C:24]([C:26]2[CH:31]=[CH:30][C:29]([NH2:32])=[CH:28][CH:27]=2)[CH:23]=[CH:22][N:21]=1)[C:14]1[CH:19]=[CH:18][CH:17]=[CH:16][N:15]=1. The yield is 0.240. (7) The reactants are [C:1]([O:5][C:6]([N:8]1[CH2:13][CH2:12][CH:11]([NH:14][C:15]2[C:20]([N+:21]([O-])=O)=[CH:19][CH:18]=[C:17]([N:24]([CH3:26])[CH3:25])[N:16]=2)[CH2:10][CH2:9]1)=[O:7])([CH3:4])([CH3:3])[CH3:2].[CH:27]([O-:29])=O.[NH4+].[CH3:31][Si]([N-][Si](C)(C)C)(C)C.[K+].IC. The catalyst is CO.CCOC(C)=O.CCO.C1COCC1.[Pd]. The product is [C:1]([O:5][C:6]([N:8]1[CH2:13][CH2:12][CH:11]([N:14]2[C:15]3=[N:16][C:17]([N:24]([CH3:26])[CH3:25])=[CH:18][CH:19]=[C:20]3[N:21]([CH3:31])[C:27]2=[O:29])[CH2:10][CH2:9]1)=[O:7])([CH3:4])([CH3:3])[CH3:2]. The yield is 0.670.